Regression. Given two drug SMILES strings and cell line genomic features, predict the synergy score measuring deviation from expected non-interaction effect. From a dataset of NCI-60 drug combinations with 297,098 pairs across 59 cell lines. (1) Drug 1: CC(CN1CC(=O)NC(=O)C1)N2CC(=O)NC(=O)C2. Drug 2: CC1=C2C(C(=O)C3(C(CC4C(C3C(C(C2(C)C)(CC1OC(=O)C(C(C5=CC=CC=C5)NC(=O)C6=CC=CC=C6)O)O)OC(=O)C7=CC=CC=C7)(CO4)OC(=O)C)O)C)OC(=O)C. Cell line: SF-539. Synergy scores: CSS=40.3, Synergy_ZIP=-6.28, Synergy_Bliss=-4.80, Synergy_Loewe=-4.68, Synergy_HSA=-2.19. (2) Drug 1: C1CNP(=O)(OC1)N(CCCl)CCCl. Drug 2: C1CC(CCC1OC2=C(C(=CC=C2)Cl)F)(CC3=NC(=CC=C3)NC4=NC=CS4)C(=O)O. Cell line: UACC62. Synergy scores: CSS=18.9, Synergy_ZIP=9.76, Synergy_Bliss=11.1, Synergy_Loewe=-12.5, Synergy_HSA=6.23. (3) Drug 1: C1CC(=O)NC(=O)C1N2CC3=C(C2=O)C=CC=C3N. Drug 2: C1=C(C(=O)NC(=O)N1)F. Cell line: LOX IMVI. Synergy scores: CSS=41.2, Synergy_ZIP=-0.580, Synergy_Bliss=0.0846, Synergy_Loewe=-0.201, Synergy_HSA=3.16. (4) Drug 1: CC1=C2C(C(=O)C3(C(CC4C(C3C(C(C2(C)C)(CC1OC(=O)C(C(C5=CC=CC=C5)NC(=O)OC(C)(C)C)O)O)OC(=O)C6=CC=CC=C6)(CO4)OC(=O)C)O)C)O. Drug 2: CC12CCC3C(C1CCC2OP(=O)(O)O)CCC4=C3C=CC(=C4)OC(=O)N(CCCl)CCCl.[Na+]. Cell line: M14. Synergy scores: CSS=65.2, Synergy_ZIP=24.9, Synergy_Bliss=26.6, Synergy_Loewe=35.0, Synergy_HSA=30.2.